This data is from Full USPTO retrosynthesis dataset with 1.9M reactions from patents (1976-2016). The task is: Predict the reactants needed to synthesize the given product. (1) The reactants are: [NH2:1][C:2]1[CH:15]=[C:14]([F:16])[CH:13]=[CH:12][C:3]=1[C:4]([NH:6][C:7]([CH3:11])([C:9]#[CH:10])[CH3:8])=[O:5].ClCCCl.[CH3:21][C:22]([CH3:24])=O.C(O[BH-](OC(=O)C)OC(=O)C)(=O)C.[Na+]. Given the product [F:16][C:14]1[CH:13]=[CH:12][C:3]([C:4]([NH:6][C:7]([CH3:11])([C:9]#[CH:10])[CH3:8])=[O:5])=[C:2]([NH:1][CH:22]([CH3:24])[CH3:21])[CH:15]=1, predict the reactants needed to synthesize it. (2) Given the product [CH2:1]([O:8][C:9]([N:11]1[CH2:16][CH2:15][N:14]([C:17]2[O:18][C:19]3[CH:25]=[CH:24][C:23]([S:37][C:27]4[C:36]5[C:31](=[CH:32][CH:33]=[CH:34][CH:35]=5)[CH:30]=[CH:29][CH:28]=4)=[CH:22][C:20]=3[N:21]=2)[CH2:13][CH2:12]1)=[O:10])[C:2]1[CH:7]=[CH:6][CH:5]=[CH:4][CH:3]=1, predict the reactants needed to synthesize it. The reactants are: [CH2:1]([O:8][C:9]([N:11]1[CH2:16][CH2:15][N:14]([C:17]2[O:18][C:19]3[CH:25]=[CH:24][C:23](I)=[CH:22][C:20]=3[N:21]=2)[CH2:13][CH2:12]1)=[O:10])[C:2]1[CH:7]=[CH:6][CH:5]=[CH:4][CH:3]=1.[C:27]1([SH:37])[C:36]2[C:31](=[CH:32][CH:33]=[CH:34][CH:35]=2)[CH:30]=[CH:29][CH:28]=1.C([O-])([O-])=O.[K+].[K+].